This data is from Full USPTO retrosynthesis dataset with 1.9M reactions from patents (1976-2016). The task is: Predict the reactants needed to synthesize the given product. (1) Given the product [Cl:1][C:2]1[N:3]=[C:4]([C:9]([NH:11][CH:12]2[CH2:17][CH2:16][C:15]([C:18]3[CH:19]=[C:20]([CH:26]=[CH:27][CH:28]=3)[C:21]([OH:23])=[O:22])=[CH:14][CH2:13]2)=[O:10])[NH:5][C:6]=1[CH2:7][CH3:8], predict the reactants needed to synthesize it. The reactants are: [Cl:1][C:2]1[N:3]=[C:4]([C:9]([NH:11][CH:12]2[CH2:17][CH2:16][C:15]([C:18]3[CH:19]=[C:20]([CH:26]=[CH:27][CH:28]=3)[C:21]([O:23]CC)=[O:22])=[CH:14][CH2:13]2)=[O:10])[NH:5][C:6]=1[CH2:7][CH3:8].O.[OH-].[Li+]. (2) Given the product [NH2:15][C:16]1[S:17][CH:18]=[C:19]([CH2:21][O:13][C:5]2[CH:6]=[CH:7][C:8]([N+:10]([O-:12])=[O:11])=[CH:9][C:4]=2[Cl:3])[N:20]=1, predict the reactants needed to synthesize it. The reactants are: [H-].[Na+].[Cl:3][C:4]1[CH:9]=[C:8]([N+:10]([O-:12])=[O:11])[CH:7]=[CH:6][C:5]=1[OH:13].Cl.[NH2:15][C:16]1[S:17][CH:18]=[C:19]([CH2:21]Cl)[N:20]=1. (3) Given the product [NH2:11][C:12]1[CH:17]=[CH:16][C:15]([CH:18]2[CH2:19][CH2:20][N:21]([C:24]([O:26][C:27]([CH3:29])([CH3:28])[CH3:30])=[O:25])[CH2:22][CH2:23]2)=[CH:14][C:13]=1[CH2:31][CH3:32], predict the reactants needed to synthesize it. The reactants are: C(OC([NH:11][C:12]1[CH:17]=[CH:16][C:15]([C:18]2[CH2:23][CH2:22][N:21]([C:24]([O:26][C:27]([CH3:30])([CH3:29])[CH3:28])=[O:25])[CH2:20][CH:19]=2)=[CH:14][C:13]=1[CH2:31][CH3:32])=O)C1C=CC=CC=1. (4) Given the product [Cl:9][C:10]1[CH:11]=[CH:12][C:13]([CH2:14][C:15]2[N:16]=[C:17]([C:23]3[CH:28]=[CH:27][N:26]=[CH:25][CH:24]=3)[S:18][C:19]=2[C:20](=[O:22])[CH2:21][C:3]([O:6][CH2:7][CH3:31])=[O:8])=[CH:29][CH:30]=1, predict the reactants needed to synthesize it. The reactants are: [H-].[Na+].[C:3](=[O:8])([O:6][CH3:7])OC.[Cl:9][C:10]1[CH:30]=[CH:29][C:13]([CH2:14][C:15]2[N:16]=[C:17]([C:23]3[CH:28]=[CH:27][N:26]=[CH:25][CH:24]=3)[S:18][C:19]=2[C:20](=[O:22])[CH3:21])=[CH:12][CH:11]=1.[CH2:31]1COCC1. (5) The reactants are: [CH3:1][O:2][CH2:3][CH2:4][C:5]1[CH:10]=[CH:9][C:8]([OH:11])=[CH:7][CH:6]=1.CC1C=CC(S(O[CH2:23][C@H:24]2[O:26][CH2:25]2)(=O)=O)=CC=1.[H-].[Na+]. Given the product [CH3:1][O:2][CH2:3][CH2:4][C:5]1[CH:10]=[CH:9][C:8]([O:11][CH2:23][C@@H:24]2[CH2:25][O:26]2)=[CH:7][CH:6]=1, predict the reactants needed to synthesize it. (6) Given the product [OH:25][CH2:24][CH2:23][N:21]([CH3:22])[C:4]1[CH:5]=[C:6]([C:8]2[CH2:13][CH2:12][N:11]([C:14]([O:16][C:17]([CH3:18])([CH3:19])[CH3:20])=[O:15])[CH2:10][CH:9]=2)[CH:7]=[C:2]([NH:33][C:29]2[CH:28]=[C:27]([CH3:26])[CH:32]=[CH:31][N:30]=2)[N:3]=1, predict the reactants needed to synthesize it. The reactants are: Cl[C:2]1[CH:7]=[C:6]([C:8]2[CH2:13][CH2:12][N:11]([C:14]([O:16][C:17]([CH3:20])([CH3:19])[CH3:18])=[O:15])[CH2:10][CH:9]=2)[CH:5]=[C:4]([N:21]([CH2:23][CH2:24][OH:25])[CH3:22])[N:3]=1.[CH3:26][C:27]1[CH:32]=[CH:31][N:30]=[C:29]([NH2:33])[CH:28]=1.CC(C)([O-])C.[Na+].C1(P(C2CCCCC2)C2C=CC=CC=2C2C(OC(C)C)=CC=CC=2OC(C)C)CCCCC1. (7) Given the product [Cl:1][C:2]1[C:3]([CH2:51][C:52]2[CH:53]=[CH:54][C:55]([CH2:58][CH3:59])=[CH:56][CH:57]=2)=[CH:4][C:5]([C@H:12]2[C@H:17]([OH:18])[C@@H:16]([OH:26])[C@H:15]([OH:34])[C@@H:14]([CH2:42][OH:43])[O:13]2)=[C:6]2[C:11]=1[O:10][CH2:9][CH2:8][CH2:7]2, predict the reactants needed to synthesize it. The reactants are: [Cl:1][C:2]1[C:3]([CH2:51][C:52]2[CH:57]=[CH:56][C:55]([CH2:58][CH3:59])=[CH:54][CH:53]=2)=[CH:4][C:5]([CH:12]2[C@H:17]([O:18]CC3C=CC=CC=3)[C@@H:16]([O:26]CC3C=CC=CC=3)[C@H:15]([O:34]CC3C=CC=CC=3)[C@@H:14]([CH2:42][O:43]CC3C=CC=CC=3)[O:13]2)=[C:6]2[C:11]=1[O:10][CH2:9][CH:8]=[CH:7]2.